This data is from Reaction yield outcomes from USPTO patents with 853,638 reactions. The task is: Predict the reaction yield, written as a fraction of the theoretical maximum amount of product (1.0 means a 100% yield; for example, 0.34 means a 34% yield). (1) The reactants are [NH2:1][CH2:2][CH:3]1[O:7][C:6](=[O:8])[N:5]([C:9]2[CH:14]=[CH:13][C:12]([N:15]3[CH:19]=[C:18]([CH2:20][N:21]4[CH:25]=[CH:24][CH:23]=[N:22]4)[N:17]=[CH:16]3)=[C:11]([F:26])[CH:10]=2)[CH2:4]1.C(N(CC)CC)C.[C:34](Cl)(Cl)=[S:35]. The yield is 0.270. The catalyst is ClCCl. The product is [F:26][C:11]1[CH:10]=[C:9]([N:5]2[CH2:4][CH:3]([CH2:2][N:1]=[C:34]=[S:35])[O:7][C:6]2=[O:8])[CH:14]=[CH:13][C:12]=1[N:15]1[CH:19]=[C:18]([CH2:20][N:21]2[CH:25]=[CH:24][CH:23]=[N:22]2)[N:17]=[CH:16]1. (2) The reactants are O[C:2]1[C:10]([CH:11]([CH3:13])[CH3:12])=[CH:9][CH:8]=[CH:7][C:3]=1C(O)=O.[C:14](=[O:17])([O-])[O-:15].[K+].[K+].I[CH3:21].[S].CN([CH:26]=[O:27])C. No catalyst specified. The product is [CH3:21][O:15][C:14](=[O:17])[C:8]1[CH:7]=[CH:3][CH:2]=[C:10]([CH:11]([CH3:13])[CH3:12])[C:9]=1[O:27][CH3:26]. The yield is 0.790. (3) The reactants are [CH2:1]([C:5]1[CH:6]=[CH:7][C:8]2[O:12][C:11]([C:13]3[CH:20]=[CH:19][C:16]([CH:17]=O)=[CH:15][CH:14]=3)=[CH:10][C:9]=2[CH:21]=1)[CH:2]([CH3:4])[CH3:3].C(O)(=O)C.[NH:26]1[CH2:29][CH:28]([C:30]([OH:32])=[O:31])[CH2:27]1.C([BH3-])#N.[Na+]. The catalyst is C(Cl)Cl.CO.CS(C)=O. The product is [CH2:1]([C:5]1[CH:6]=[CH:7][C:8]2[O:12][C:11]([C:13]3[CH:14]=[CH:15][C:16]([CH2:17][N:26]4[CH2:29][CH:28]([C:30]([OH:32])=[O:31])[CH2:27]4)=[CH:19][CH:20]=3)=[CH:10][C:9]=2[CH:21]=1)[CH:2]([CH3:3])[CH3:4]. The yield is 0.650. (4) The reactants are [F:1][C:2]1[CH:3]=[C:4]([C:12]2[C:20]3[C:19](=[O:21])[CH2:18][CH2:17][C:16]=3[CH:15]=[N:14][CH:13]=2)[CH:5]=[CH:6][C:7]=1[C:8]([F:11])([F:10])[F:9].[Cl-].[Li+].[CH3:24][Li]. The catalyst is C(OCC)C. The product is [F:1][C:2]1[CH:3]=[C:4]([C:12]2[C:20]3[C:19]([CH3:24])([OH:21])[CH2:18][CH2:17][C:16]=3[CH:15]=[N:14][CH:13]=2)[CH:5]=[CH:6][C:7]=1[C:8]([F:9])([F:11])[F:10]. The yield is 0.460. (5) The reactants are Cl[CH2:2][C:3]([NH:5][C:6]1[CH:11]=[CH:10][C:9]([C:12]([N:14]2[CH2:20][C:19]3([CH3:22])[CH2:21][CH:15]2[CH2:16][C:17]([CH3:24])([CH3:23])[CH2:18]3)=[O:13])=[CH:8][CH:7]=1)=[O:4].[NH:25]1[CH2:30][CH2:29][CH2:28][CH2:27][CH2:26]1.CCN(C(C)C)C(C)C. The catalyst is CC(C)=O.CC#N. The product is [N:25]1([CH2:2][C:3]([NH:5][C:6]2[CH:11]=[CH:10][C:9]([C:12]([N:14]3[CH2:20][C:19]4([CH3:22])[CH2:21][CH:15]3[CH2:16][C:17]([CH3:24])([CH3:23])[CH2:18]4)=[O:13])=[CH:8][CH:7]=2)=[O:4])[CH2:30][CH2:29][CH2:28][CH2:27][CH2:26]1. The yield is 0.750. (6) The reactants are Br[C:2]1[C:6]2[CH2:7][N:8]([C:11](=[O:13])[CH3:12])[CH2:9][CH2:10][C:5]=2[N:4]([CH3:14])[N:3]=1.[CH3:15][N:16]1[CH:20]=[C:19]([C:21]2[CH:29]=[C:28]3[C:24]([CH2:25][CH2:26][NH:27]3)=[CH:23][CH:22]=2)[CH:18]=[N:17]1.C1(P(C2CCCCC2)C2C=CC=CC=2C2C(OC(C)C)=CC=CC=2OC(C)C)CCCCC1.COC(C)(C)C.C(O[Na])(C)(C)C. The catalyst is O1CCOCC1.O. The product is [CH3:14][N:4]1[C:5]2[CH2:10][CH2:9][N:8]([C:11](=[O:13])[CH3:12])[CH2:7][C:6]=2[C:2]([N:27]2[C:28]3[C:24](=[CH:23][CH:22]=[C:21]([C:19]4[CH:18]=[N:17][N:16]([CH3:15])[CH:20]=4)[CH:29]=3)[CH2:25][CH2:26]2)=[N:3]1. The yield is 0.130.